Dataset: Experimentally validated miRNA-target interactions with 360,000+ pairs, plus equal number of negative samples. Task: Binary Classification. Given a miRNA mature sequence and a target amino acid sequence, predict their likelihood of interaction. (1) The miRNA is mmu-miR-211-5p with sequence UUCCCUUUGUCAUCCUUUGCCU. The protein sequence of the target gene is MAEEEVAKLEKHLMLLRQEYVKLQKKLAETEKRCALLAAQANKESSSESFISRLLAIVADLYEQEQYSDLKIKVGDRHISAHKFVLAARSDSWSLANLSSTKELDLSDANPEVTMTMLRWIYTDELEFREDDVFLTELMKLANRFQLQLLRERCEKGVMSLVNVRNCIRFYQTAEELNASTLMNYCAEIIASHWDDLRKEDFSSMSAQLLYKMIKSKTEYPLHKAIKVEREDVVFLYLIEMDSQLPGKLNEADHNGDLALDLALSRRLESIATTLVSHKADVDMVDKSGWSLLHKGIQRG.... Result: 0 (no interaction). (2) The miRNA is mmu-miR-409-3p with sequence GAAUGUUGCUCGGUGAACCCCU. The protein sequence of the target gene is MAAARHSTLDFKLGAKADGEAILKGLQSIFQEQGMTESVHTWQDHGYLATYTNKNGSFANLRIYPHGLVLLDLQSYDSDVQGKQETDSLLNKIEEKMKELSQDSTGRVKRLPPIVRGGAIDRYWPTADGRLVEYDIDEVVYDEDSPYQNIKILHSKQFGNILILSGDVNLAESDLAYTRAIMGSGKEDYTGKDVLILGGGDGGILCEIVKLKPKMVTMVEIDQMVIDGCKKYMRRTCGDVLDNLRGDCYQVLIEDCIPVLKMYAKEGREFDYVINDLTAVPISTSPEEDSTWDFLRLILD.... Result: 1 (interaction). (3) The miRNA is hsa-miR-1251-5p with sequence ACUCUAGCUGCCAAAGGCGCU. The protein sequence of the target gene is MESAIAEGGASRFSASSGGGGSRGAPQHYPKTAGNSEFLGKTPGQNAQKWIPARSTRRDDNSAANNSANEKERHDAIFRKVRGILNKLTPEKFDKLCLELLNVGVESKLILKGVILLIVDKALEEPKYSSLYAQLCLRLAEDAPNFDGPAAEGQPGQKQSTTFRRLLISKLQDEFENRTRNVDVYDKRENPLLPEEEEQRAIAKIKMLGNIKFIGELGKLDLIHESILHKCIKTLLEKKKRVQLKDMGEDLECLCQIMRTVGPRLDHERAKSLMDQYFARMCSLMLSKELPARIRFLLQD.... Result: 0 (no interaction). (4) The miRNA is mmu-miR-501-5p with sequence AAUCCUUUGUCCCUGGGUGAAA. The protein sequence of the target gene is MNAPPAFESFLLFEGEKKITINKDTKVPNACLFTINKEDHTLGNIIKSQLLKDPQVLFAGYKVPHPLEHKIIIRVQTTPDYSPQEAFTNAITDLISELSLLEERFRVAIKDKQEGIE. Result: 0 (no interaction). (5) The miRNA is mmu-miR-5135 with sequence AGGUCUAGGUGGCAAGGGCGUCCU. The protein sequence of the target gene is MASARGAKQSSPRVGTTRYTETSTVRVETSSHRVETSSRRVETSQRRSEGPSLSPSGKRLPRILEASSRHVESSSQRTETTSRHVRASSLRVETSLHCAESPTPRAKPAARQNEKTAR. Result: 0 (no interaction). (6) The miRNA is hsa-miR-3689c with sequence CUGGGAGGUGUGAUAUUGUGGU. The protein sequence of the target gene is MADKEAGGGDAGPRETAPTSTYSSPARSLGDTGITPLSPSHILNDADPVSEQQTFLVVVAIDFGTTSSGYAYSFTKEPECIHVMRRWEGGDPGVSNQKTPTTILLTPERKFHSFGYAARDFYHDLDPSEAKQWLYLEKFKMKLHTTGDLTMDTDLTAANGKKVKALEIFAYALQYFKEQALKELSDQAGSDFENSDVRWVITVPAIWKQPAKQFMREAAYQAGLASPENSEQLIIALEPEAASIYCRKLRLHQMIELSSKAVVNGYSASDTVGAGFAQAKEHVRRNRQSRTFLVENVIGE.... Result: 0 (no interaction). (7) The miRNA is mmu-miR-455-5p with sequence UAUGUGCCUUUGGACUACAUCG. The protein sequence of the target gene is MGDPAPARSLDDIDLSALRDPAGIFELVEVVGNGTYGQVYKGRHVKTGQLAAIKVMDVTEDEEEEIKQEINMLKKYSHHRNIATYYGAFIKKSPPGNDDQLWLVMEFCGAGSVTDLVKNTKGNALKEDCIAYICREILRGLAHLHAHKVIHRDIKGQNVLLTENAEVKLVDFGVSAQLDRTVGRRNTFIGTPYWMAPEVIACDENPDATYDYRSDIWSLGITAIEMAEGAPPLCDMHPMRALFLIPRNPPPRLKSKKWSKKFTDFIDTCLIKTYLSRPPTEQLLKFPFIRDQPTERQVRI.... Result: 0 (no interaction). (8) The miRNA is mmu-miR-1194 with sequence GAAUGAGUAACUGCUAGAUCCU. The protein sequence of the target gene is MSDSKEMGKRQLRPLDEELLTSSHTRHSIKGFGFQTNSGFSSFTGCLVHSQVPLALQVLFLAVCSVLLVVILVKVYKIPSSQEENNQMNVYQELTQLKAGVDRLCRSCPWDWTHFQGSCYFFSVAQKSWNDSATACHNVGAQLVVIKSDEEQNFLQQTSKKRGYTWMGLIDMSKESTWYWVDGSPLTLSFMKYWSKGEPNNLGEEDCAEFRDDGWNDTKCTNKKFWICKKLSTSCPSK. Result: 0 (no interaction).